Dataset: Full USPTO retrosynthesis dataset with 1.9M reactions from patents (1976-2016). Task: Predict the reactants needed to synthesize the given product. (1) Given the product [F:8][C:5]1[CH:6]=[CH:7][C:2]([B:17]2[O:22][CH2:21][C:20]([CH3:24])([CH3:23])[CH2:19][O:18]2)=[CH:3][C:4]=1[N+:9]([O-:11])=[O:10], predict the reactants needed to synthesize it. The reactants are: Br[C:2]1[CH:7]=[CH:6][C:5]([F:8])=[C:4]([N+:9]([O-:11])=[O:10])[CH:3]=1.C([O-])(=O)C.[K+].[B:17]1([B:17]2[O:22][CH2:21][C:20]([CH3:24])([CH3:23])[CH2:19][O:18]2)[O:22][CH2:21][C:20]([CH3:24])([CH3:23])[CH2:19][O:18]1.C(Cl)Cl. (2) Given the product [Br:1][C:2]1[CH:3]=[C:4]([C:7]([O:9][CH3:15])=[O:8])[S:5][CH:6]=1, predict the reactants needed to synthesize it. The reactants are: [Br:1][C:2]1[CH:3]=[C:4]([C:7]([OH:9])=[O:8])[S:5][CH:6]=1.S(=O)(=O)(O)O.[CH3:15]O. (3) Given the product [CH3:12][C:10]1[NH:11][C:7]2[CH:6]=[C:5]([C:3]([OH:4])([CH2:20][CH3:21])[CH2:15][CH3:19])[CH:14]=[CH:13][C:8]=2[N:9]=1, predict the reactants needed to synthesize it. The reactants are: CO[C:3]([C:5]1[CH:14]=[CH:13][C:8]2[N:9]=[C:10]([CH3:12])[NH:11][C:7]=2[CH:6]=1)=[O:4].[CH2:15]1[CH2:19]OCC1.[CH2:20]([Mg]Br)[CH3:21]. (4) Given the product [Br:1][C:2]1[CH:7]=[CH:6][N:5]([CH2:9][C:10]([OH:11])([CH3:13])[CH3:12])[C:4](=[O:8])[CH:3]=1, predict the reactants needed to synthesize it. The reactants are: [Br:1][C:2]1[CH:7]=[CH:6][NH:5][C:4](=[O:8])[CH:3]=1.[CH3:9][C:10]1([CH3:13])[CH2:12][O:11]1.C([O-])([O-])=O.[K+].[K+]. (5) Given the product [F:1][C:2]1[CH:3]=[C:4]([CH:7]=[CH:8][CH:9]=1)/[CH:5]=[N:11]\[OH:12], predict the reactants needed to synthesize it. The reactants are: [F:1][C:2]1[CH:3]=[C:4]([CH:7]=[CH:8][CH:9]=1)[CH:5]=O.Cl.[NH2:11][OH:12].[OH-].[Na+]. (6) Given the product [NH2:15][C:10]1[CH:9]=[C:8]([O:7][CH2:6][C:5]2[CH:16]=[CH:17][C:2]([F:1])=[CH:3][CH:4]=2)[CH:13]=[CH:12][C:11]=1[NH:14][C:23](=[O:24])[CH2:22][C:18]([CH3:21])([CH3:20])[CH3:19], predict the reactants needed to synthesize it. The reactants are: [F:1][C:2]1[CH:17]=[CH:16][C:5]([CH2:6][O:7][C:8]2[CH:9]=[C:10]([NH2:15])[C:11]([NH2:14])=[CH:12][CH:13]=2)=[CH:4][CH:3]=1.[C:18]([CH2:22][C:23](Cl)=[O:24])([CH3:21])([CH3:20])[CH3:19]. (7) Given the product [OH:57][CH2:56][CH2:55][CH2:54][C:53]#[C:52][C:6]1[CH:5]=[CH:4][C:9]([NH:10][C:11]([C:13]2[CH:14]=[C:15]([S:19]([C:22]3[CH:23]=[C:24]4[C:29](=[C:30]([CH3:32])[CH:31]=3)[N:28]=[CH:27][C:26]([C:33]([NH2:35])=[O:34])=[C:25]4[NH:36][C:37]3[CH:42]=[CH:41][CH:40]=[C:39]([O:43][CH3:44])[CH:38]=3)(=[O:20])=[O:21])[CH:16]=[CH:17][CH:18]=2)=[O:12])=[CH:8][CH:7]=1, predict the reactants needed to synthesize it. The reactants are: OCC[CH2:4][CH2:5][CH2:6][CH2:7][CH2:8][CH2:9][NH:10][C:11]([C:13]1[CH:14]=[C:15]([S:19]([C:22]2[CH:23]=[C:24]3[C:29](=[C:30]([CH3:32])[CH:31]=2)[N:28]=[CH:27][C:26]([C:33]([NH2:35])=[O:34])=[C:25]3[NH:36][C:37]2[CH:42]=[CH:41][CH:40]=[C:39]([O:43][CH3:44])[CH:38]=2)(=[O:21])=[O:20])[CH:16]=[CH:17][CH:18]=1)=[O:12].NC1C=CC([C:52]#[C:53][CH2:54][CH2:55][CH2:56][OH:57])=CC=1. (8) Given the product [CH3:41][C@H:40]([NH:39][C:29](=[O:30])[O:31][CH2:32][C:33]1[CH:34]=[CH:35][CH:36]=[CH:37][CH:38]=1)[C:42](=[O:44])[NH:59][C:46]1[CH:47]=[CH:48][C:49]2[O:50][C:51]3[CH2:58][CH2:57][CH2:56][CH2:55][CH2:54][C:52]=3[C:53]=2[CH:45]=1, predict the reactants needed to synthesize it. The reactants are: C(N(CC)CC)C.CN(C)CCCN=C=NCC.ON1C2C=CC=CC=2N=N1.[C:29]([NH:39][C@H:40]([C:42]([OH:44])=O)[CH3:41])([O:31][CH2:32][C:33]1[CH:38]=[CH:37][CH:36]=[CH:35][CH:34]=1)=[O:30].[CH:45]1[C:53]2[C:52]3[CH2:54][CH2:55][CH2:56][CH2:57][CH2:58][C:51]=3[O:50][C:49]=2[CH:48]=[CH:47][C:46]=1[NH2:59].